This data is from Peptide-MHC class II binding affinity with 134,281 pairs from IEDB. The task is: Regression. Given a peptide amino acid sequence and an MHC pseudo amino acid sequence, predict their binding affinity value. This is MHC class II binding data. (1) The peptide sequence is QPCNGVTMNDVKIEY. The MHC is HLA-DQA10104-DQB10503 with pseudo-sequence HLA-DQA10104-DQB10503. The binding affinity (normalized) is 0.162. (2) The MHC is DRB1_0101 with pseudo-sequence DRB1_0101. The binding affinity (normalized) is 0.855. The peptide sequence is YRWVNLASFGDLRLV. (3) The peptide sequence is RSRPRRTTRRMDRRT. The MHC is DRB1_0701 with pseudo-sequence DRB1_0701. The binding affinity (normalized) is 0.504. (4) The peptide sequence is GPVTILNWSFVRNDQ. The MHC is DRB4_0101 with pseudo-sequence DRB4_0103. The binding affinity (normalized) is 0.124. (5) The peptide sequence is GELQIVDKIDAEFKI. The MHC is DRB1_1101 with pseudo-sequence DRB1_1101. The binding affinity (normalized) is 0.454. (6) The peptide sequence is VVVHITDDNEEPIAP. The MHC is DRB1_0701 with pseudo-sequence DRB1_0701. The binding affinity (normalized) is 0. (7) The peptide sequence is EAGKATTEEQKLIED. The MHC is HLA-DPA10103-DPB10201 with pseudo-sequence HLA-DPA10103-DPB10201. The binding affinity (normalized) is 0.220.